Task: Predict the reactants needed to synthesize the given product.. Dataset: Full USPTO retrosynthesis dataset with 1.9M reactions from patents (1976-2016) (1) Given the product [ClH:9].[CH2:13]([N:15]1[C:21](=[O:22])[C:20]([CH3:24])([CH3:23])[C:19](=[O:25])[N:18]([CH3:26])[C:17]2[CH:27]=[C:28]([O:31][CH2:32][CH2:33][CH2:34][N:35]([CH2:36][CH2:37][C:38]3[CH:39]=[N:40][CH:41]=[CH:42][CH:43]=3)[C:1](=[O:8])[C:2]3[CH:7]=[CH:6][CH:5]=[CH:4][CH:3]=3)[CH:29]=[CH:30][C:16]1=2)[CH3:14], predict the reactants needed to synthesize it. The reactants are: [C:1]([Cl:9])(=[O:8])[C:2]1[CH:7]=[CH:6][CH:5]=[CH:4][CH:3]=1.C(#N)C.[CH2:13]([N:15]1[C:21](=[O:22])[C:20]([CH3:24])([CH3:23])[C:19](=[O:25])[N:18]([CH3:26])[C:17]2[CH:27]=[C:28]([O:31][CH2:32][CH2:33][CH2:34][NH:35][CH2:36][CH2:37][C:38]3[CH:39]=[N:40][CH:41]=[CH:42][CH:43]=3)[CH:29]=[CH:30][C:16]1=2)[CH3:14].C(N(CC)CC)C. (2) Given the product [Br:1][C:2]1[CH:7]=[CH:6][C:5]([O:8][CH:22]([F:27])[F:26])=[C:4]([Cl:9])[CH:3]=1, predict the reactants needed to synthesize it. The reactants are: [Br:1][C:2]1[CH:7]=[CH:6][C:5]([OH:8])=[C:4]([Cl:9])[CH:3]=1.CN(C=O)C.C([O-])([O-])=O.[K+].[K+].Cl[C:22]([F:27])([F:26])C(O)=O. (3) Given the product [C:22]([O:21][C:20]([NH:19][C@@H:3]1[C:2](=[O:1])[N:8]([CH2:28][C:29]([O:31][CH3:32])=[O:30])[C:7]2[CH:9]=[CH:10][CH:11]=[CH:12][C:6]=2[O:5][C@@H:4]1[C:13]1[CH:18]=[CH:17][CH:16]=[CH:15][CH:14]=1)=[O:26])([CH3:23])([CH3:25])[CH3:24], predict the reactants needed to synthesize it. The reactants are: [O:1]=[C:2]1[NH:8][C:7]2[CH:9]=[CH:10][CH:11]=[CH:12][C:6]=2[O:5][C@H:4]([C:13]2[CH:18]=[CH:17][CH:16]=[CH:15][CH:14]=2)[C@@H:3]1[NH:19][C:20](=[O:26])[O:21][C:22]([CH3:25])([CH3:24])[CH3:23].Br[CH2:28][C:29]([O:31][CH3:32])=[O:30].C(=O)([O-])[O-].[Cs+].[Cs+]. (4) Given the product [CH3:25][O:24][C:22]([C:21]1[CH:26]=[CH:27][C:18]([CH2:16][NH:15][CH2:14][CH:9]2[CH2:10][CH2:11][CH2:12][CH2:13][N:8]2[C:1]([O:3][C:4]([CH3:7])([CH3:6])[CH3:5])=[O:2])=[CH:19][CH:20]=1)=[O:23], predict the reactants needed to synthesize it. The reactants are: [C:1]([N:8]1[CH2:13][CH2:12][CH2:11][CH2:10][CH:9]1[CH2:14][NH2:15])([O:3][C:4]([CH3:7])([CH3:6])[CH3:5])=[O:2].[CH:16]([C:18]1[CH:27]=[CH:26][C:21]([C:22]([O:24][CH3:25])=[O:23])=[CH:20][CH:19]=1)=O.C(O)(=O)C.C(O[BH-](OC(=O)C)OC(=O)C)(=O)C.[Na+].